Dataset: Full USPTO retrosynthesis dataset with 1.9M reactions from patents (1976-2016). Task: Predict the reactants needed to synthesize the given product. (1) Given the product [Cl:1][C:2]1[CH:10]=[C:9]2[C:5]([C@H:6]([C:12]3[CH:13]=[CH:14][CH:15]=[CH:16][CH:17]=3)[CH2:7][C@@H:8]2[OH:11])=[CH:4][CH:3]=1, predict the reactants needed to synthesize it. The reactants are: [Cl:1][C:2]1[CH:10]=[C:9]2[C:5]([C@@H:6]([C:12]3[CH:17]=[CH:16][CH:15]=[CH:14][CH:13]=3)[CH2:7][C@H:8]2[OH:11])=[CH:4][CH:3]=1.C(OC=C)(=O)CCC. (2) Given the product [Cl:14][C:15]1[CH:23]=[C:22]2[C:18]([CH:19]=[N:20][N:21]2[C:24]2[CH:25]=[CH:26][C:27]([F:30])=[CH:28][CH:29]=2)=[CH:17][C:16]=1[O:31][CH:8]([C:5]1[CH:4]=[CH:3][C:2]([F:1])=[CH:7][CH:6]=1)[C:9]([CH3:10])=[O:11], predict the reactants needed to synthesize it. The reactants are: [F:1][C:2]1[CH:7]=[CH:6][C:5]([CH2:8][C:9](=[O:11])[CH3:10])=[CH:4][CH:3]=1.BrBr.[Cl:14][C:15]1[CH:23]=[C:22]2[C:18]([CH:19]=[N:20][N:21]2[C:24]2[CH:29]=[CH:28][C:27]([F:30])=[CH:26][CH:25]=2)=[CH:17][C:16]=1[OH:31].C(=O)([O-])[O-].[K+].[K+]. (3) Given the product [ClH:35].[C:1]([C@@:3]1([CH:32]2[CH2:34][CH2:33]2)[CH2:7][CH2:6][N:5]([C:8]2[CH:13]=[CH:12][N:11]=[C:10]([NH:14][C:15]3[CH:27]=[CH:26][C:18]([C:19]([OH:21])=[O:20])=[C:17]([O:28][CH2:29][CH3:30])[CH:16]=3)[N:9]=2)[C:4]1=[O:31])#[N:2], predict the reactants needed to synthesize it. The reactants are: [C:1]([C@@:3]1([CH:32]2[CH2:34][CH2:33]2)[CH2:7][CH2:6][N:5]([C:8]2[CH:13]=[CH:12][N:11]=[C:10]([NH:14][C:15]3[CH:27]=[CH:26][C:18]([C:19]([O:21]C(C)(C)C)=[O:20])=[C:17]([O:28][CH2:29][CH3:30])[CH:16]=3)[N:9]=2)[C:4]1=[O:31])#[N:2].[ClH:35]. (4) Given the product [CH:24]1([CH2:23][N:1]2[CH2:2][CH2:3][C:4]3([O:11][C:10]4[C:12]5[C:17]([C:18](=[O:21])[C:19](=[O:20])[C:9]=4[S:8][CH2:7]3)=[CH:16][CH:15]=[CH:14][CH:13]=5)[CH2:5][CH2:6]2)[CH2:29][CH2:28][CH2:27][CH2:26][CH2:25]1, predict the reactants needed to synthesize it. The reactants are: [NH:1]1[CH2:6][CH2:5][C:4]2([O:11][C:10]3[C:12]4[C:17]([C:18](=[O:21])[C:19](=[O:20])[C:9]=3[S:8][CH2:7]2)=[CH:16][CH:15]=[CH:14][CH:13]=4)[CH2:3][CH2:2]1.Br[CH2:23][CH:24]1[CH2:29][CH2:28][CH2:27][CH2:26][CH2:25]1.